Dataset: Reaction yield outcomes from USPTO patents with 853,638 reactions. Task: Predict the reaction yield, written as a fraction of the theoretical maximum amount of product (1.0 means a 100% yield; for example, 0.34 means a 34% yield). The reactants are [CH2:1]([C@@H:8]1[NH:13][CH2:12][CH2:11][N:10]([C:14]2[CH:19]=[CH:18][C:17]([O:20][CH3:21])=[C:16]([O:22][CH:23]3[CH2:27][CH2:26][CH2:25][CH2:24]3)[CH:15]=2)[CH2:9]1)[C:2]1[CH:7]=[CH:6][CH:5]=[CH:4][CH:3]=1.C(N(CC)CC)C.Cl[C:36]([O:38][CH2:39][CH3:40])=[O:37].C([O-])(O)=O.[Na+]. The catalyst is C1COCC1.CCOC(C)=O. The product is [CH2:39]([O:38][C:36]([N:13]1[CH2:12][CH2:11][N:10]([C:14]2[CH:19]=[CH:18][C:17]([O:20][CH3:21])=[C:16]([O:22][CH:23]3[CH2:27][CH2:26][CH2:25][CH2:24]3)[CH:15]=2)[CH2:9][C@@H:8]1[CH2:1][C:2]1[CH:3]=[CH:4][CH:5]=[CH:6][CH:7]=1)=[O:37])[CH3:40]. The yield is 0.340.